From a dataset of Catalyst prediction with 721,799 reactions and 888 catalyst types from USPTO. Predict which catalyst facilitates the given reaction. (1) Reactant: [CH2:1]([C:3]12[CH2:19][CH2:18][C:17](=[O:20])[CH:16]=[C:4]1[CH2:5][CH2:6][CH2:7][C:8]1[CH:13]=[C:12]([O:14][CH3:15])[CH:11]=[CH:10][C:9]=12)[CH3:2].NC(C(O)=O)CCSC.CS(O)(=O)=O. The catalyst class is: 2. Product: [CH2:1]([C@:3]12[CH2:19][CH2:18][C:17](=[O:20])[CH:16]=[C:4]1[CH2:5][CH2:6][CH2:7][C:8]1[CH:13]=[C:12]([O:14][CH3:15])[CH:11]=[CH:10][C:9]=12)[CH3:2].[CH2:1]([C@@:3]12[CH2:19][CH2:18][C:17](=[O:20])[CH:16]=[C:4]1[CH2:5][CH2:6][CH2:7][C:8]1[CH:13]=[C:12]([O:14][CH3:15])[CH:11]=[CH:10][C:9]=12)[CH3:2]. (2) Reactant: [I:1][C:2]1[C:7]([O:8][CH3:9])=[CH:6][CH:5]=[CH:4][C:3]=1[OH:10].N1C=CC=CC=1.[F:17][C:18]([F:31])([F:30])[S:19](O[S:19]([C:18]([F:31])([F:30])[F:17])(=[O:21])=[O:20])(=[O:21])=[O:20].O. Product: [F:17][C:18]([F:31])([F:30])[S:19]([O:10][C:3]1[CH:4]=[CH:5][CH:6]=[C:7]([O:8][CH3:9])[C:2]=1[I:1])(=[O:21])=[O:20]. The catalyst class is: 4. (3) The catalyst class is: 9. Reactant: [NH2:1][CH2:2][C:3]1[O:4][CH:5]=[C:6]([OH:10])[C:7](=[O:9])[CH:8]=1.CO[CH:13]=[C:14]1[C:23]2[C:18](=[CH:19][CH:20]=[C:21]([N:24]3[CH:28]=[CH:27][CH:26]=[CH:25]3)[CH:22]=2)[C:17](=[O:29])[NH:16][C:15]1=[O:30]. Product: [OH:10][C:6]1[C:7](=[O:9])[CH:8]=[C:3]([CH2:2][NH:1][CH:13]=[C:14]2[C:23]3[C:18](=[CH:19][CH:20]=[C:21]([N:24]4[CH:28]=[CH:27][CH:26]=[CH:25]4)[CH:22]=3)[C:17](=[O:29])[NH:16][C:15]2=[O:30])[O:4][CH:5]=1. (4) Reactant: [NH2:1][C:2]([C:4]1[O:5][C:6]2[CH:12]=[CH:11][C:10]([N+:13]([O-:15])=[O:14])=[CH:9][C:7]=2[CH:8]=1)=O. The catalyst class is: 265. Product: [C:2]([C:4]1[O:5][C:6]2[CH:12]=[CH:11][C:10]([N+:13]([O-:15])=[O:14])=[CH:9][C:7]=2[CH:8]=1)#[N:1]. (5) Reactant: [C:1]([O:5][C:6]([N:8]([CH2:31][C:32]1[CH:37]=[CH:36][C:35]([O:38][CH3:39])=[CH:34][CH:33]=1)[C:9]1[CH:14]=[C:13]([CH2:15][C@H:16]2[C:19](=[O:20])[N:18]([Si](C(C)(C)C)(C)C)[C@@H:17]2[C:28]([OH:30])=O)[CH:12]=[CH:11][N:10]=1)=[O:7])([CH3:4])([CH3:3])[CH3:2].[N:40]1C=CC=CC=1.C(OC(OC(OC(C)(C)C)=O)=O)(C)(C)C.C(=O)(O)[O-].[NH4+]. Product: [C:1]([O:5][C:6](=[O:7])[N:8]([C:9]1[CH:14]=[C:13]([CH2:15][C@H:16]2[C:19](=[O:20])[NH:18][C@@H:17]2[C:28](=[O:30])[NH2:40])[CH:12]=[CH:11][N:10]=1)[CH2:31][C:32]1[CH:37]=[CH:36][C:35]([O:38][CH3:39])=[CH:34][CH:33]=1)([CH3:4])([CH3:3])[CH3:2]. The catalyst class is: 18. (6) Reactant: [NH2:1][CH:2]1[CH2:7][CH2:6][N:5]([C:8]([O:10][C:11]([CH3:14])([CH3:13])[CH3:12])=[O:9])[CH2:4][CH2:3]1.[Cl:15][CH2:16][CH2:17]N=C=O. Product: [C:11]([O:10][C:8]([N:5]1[CH2:4][CH2:3][CH:2]([NH:1][CH2:17][CH2:16][Cl:15])[CH2:7][CH2:6]1)=[O:9])([CH3:14])([CH3:13])[CH3:12]. The catalyst class is: 7.